From a dataset of Full USPTO retrosynthesis dataset with 1.9M reactions from patents (1976-2016). Predict the reactants needed to synthesize the given product. Given the product [CH3:10][CH2:9][C:8]1[CH:7]=[C:6]2[CH2:11][CH:12]([NH:14][CH2:15][C@H:16]([OH:29])[C:17]3[CH:18]=[CH:19][C:20]([OH:28])=[C:21]4[NH:27][C:25](=[O:26])[CH:24]=[CH:23][C:22]=34)[CH2:13][C:5]2=[CH:4][C:3]=1[CH2:2][CH3:1].[CH:31](/[C:30]([OH:37])=[O:36])=[CH:32]/[C:33]([OH:35])=[O:34], predict the reactants needed to synthesize it. The reactants are: [CH3:1][CH2:2][C:3]1[CH:4]=[C:5]2[CH2:13][CH:12]([NH:14][CH2:15][C@H:16]([OH:29])[C:17]3[CH:18]=[CH:19][C:20]([OH:28])=[C:21]4[NH:27][C:25](=[O:26])[CH:24]=[CH:23][C:22]=34)[CH2:11][C:6]2=[CH:7][C:8]=1[CH2:9][CH3:10].[C:30]([OH:37])(=[O:36])/[CH:31]=[CH:32]\[C:33]([OH:35])=[O:34].